Task: Regression. Given a peptide amino acid sequence and an MHC pseudo amino acid sequence, predict their binding affinity value. This is MHC class II binding data.. Dataset: Peptide-MHC class II binding affinity with 134,281 pairs from IEDB (1) The peptide sequence is AQSLCFLLTQKSKSF. The MHC is DRB1_0101 with pseudo-sequence DRB1_0101. The binding affinity (normalized) is 0.942. (2) The peptide sequence is PICPGYRWMCLRRFIIFL. The MHC is HLA-DPA10301-DPB10402 with pseudo-sequence HLA-DPA10301-DPB10402. The binding affinity (normalized) is 0.253. (3) The peptide sequence is TRVVLSEMKEAFHGL. The MHC is DRB1_0404 with pseudo-sequence DRB1_0404. The binding affinity (normalized) is 0.569. (4) The binding affinity (normalized) is 0.993. The MHC is HLA-DPA10201-DPB10101 with pseudo-sequence HLA-DPA10201-DPB10101. The peptide sequence is EKKYFAATQFEPLKA. (5) The peptide sequence is DDCVAIGTGSSNIVI. The MHC is HLA-DQA10101-DQB10501 with pseudo-sequence HLA-DQA10101-DQB10501. The binding affinity (normalized) is 0.0318. (6) The peptide sequence is YNWELADQPQNLEEI. The MHC is H-2-IAd with pseudo-sequence H-2-IAd. The binding affinity (normalized) is 0. (7) The peptide sequence is EKKYFAATEFEPLAA. The MHC is DRB1_1602 with pseudo-sequence DRB1_1602. The binding affinity (normalized) is 0.635.